Dataset: Forward reaction prediction with 1.9M reactions from USPTO patents (1976-2016). Task: Predict the product of the given reaction. (1) Given the reactants [O-]P([O-])([O-])=O.[K+].[K+].[K+].[CH2:9]([NH2:16])[C:10]1[CH:15]=[CH:14][CH:13]=[CH:12][CH:11]=1.I[C:18]1[CH:26]=[CH:25][CH:24]=[CH:23][C:19]=1[C:20]([OH:22])=[O:21].C(O)CO, predict the reaction product. The product is: [CH2:9]([NH:16][C:18]1[CH:26]=[CH:25][CH:24]=[CH:23][C:19]=1[C:20]([OH:22])=[O:21])[C:10]1[CH:15]=[CH:14][CH:13]=[CH:12][CH:11]=1. (2) Given the reactants [CH:1]1[C:6]2[C:7](=O)[NH:8][C:9]3[CH:15]=[CH:14][CH:13]=[CH:12][C:10]=3[S:11][C:5]=2[CH:4]=[CH:3][CH:2]=1.P(Cl)(Cl)([Cl:19])=O.CN(C)C1C=CC=CC=1.O, predict the reaction product. The product is: [Cl:19][C:7]1[C:6]2[CH:1]=[CH:2][CH:3]=[CH:4][C:5]=2[S:11][C:10]2[CH:12]=[CH:13][CH:14]=[CH:15][C:9]=2[N:8]=1. (3) Given the reactants [C:1]([N:8]1[CH2:13][CH2:12][CH2:11][CH2:10][CH:9]1[CH2:14][NH2:15])([O:3][C:4]([CH3:7])([CH3:6])[CH3:5])=[O:2].[CH:16]([C:18]1[CH:27]=[CH:26][C:21]([C:22]([O:24][CH3:25])=[O:23])=[CH:20][CH:19]=1)=O.C(O)(=O)C.C(O[BH-](OC(=O)C)OC(=O)C)(=O)C.[Na+], predict the reaction product. The product is: [CH3:25][O:24][C:22]([C:21]1[CH:26]=[CH:27][C:18]([CH2:16][NH:15][CH2:14][CH:9]2[CH2:10][CH2:11][CH2:12][CH2:13][N:8]2[C:1]([O:3][C:4]([CH3:7])([CH3:6])[CH3:5])=[O:2])=[CH:19][CH:20]=1)=[O:23]. (4) Given the reactants C(OC([N:8]1[CH2:11][CH:10]([C:12]2[CH:34]=[CH:33][C:15]3[C:16]4[N:17]=[C:18]([C:24]5[N:25]([CH:30]([CH3:32])[CH3:31])[N:26]=[C:27]([CH3:29])[N:28]=5)[S:19][C:20]=4[CH2:21][CH2:22][O:23][C:14]=3[CH:13]=2)[CH2:9]1)=O)(C)(C)C.FC(F)(F)C(O)=O.O.C(OCC)(=O)C, predict the reaction product. The product is: [NH:8]1[CH2:11][CH:10]([C:12]2[CH:34]=[CH:33][C:15]3[C:16]4[N:17]=[C:18]([C:24]5[N:25]([CH:30]([CH3:32])[CH3:31])[N:26]=[C:27]([CH3:29])[N:28]=5)[S:19][C:20]=4[CH2:21][CH2:22][O:23][C:14]=3[CH:13]=2)[CH2:9]1. (5) Given the reactants [F:1][C:2]1[CH:3]=[CH:4][CH:5]2[CH:10]([CH:11]=1)[NH:9][C:8](=[O:12])[CH2:7][CH2:6]2.C1C(=O)N([Br:20])C(=O)C1, predict the reaction product. The product is: [Br:20][C:3]1[C:2]([F:1])=[CH:11][CH:10]2[CH:5]([CH2:6][CH2:7][C:8](=[O:12])[NH:9]2)[CH:4]=1. (6) Given the reactants [Cl:1][C:2]1[CH:3]=[C:4]([NH:9][C:10]([N:12]2[CH2:19][CH2:18][CH2:17][C@@:13]2([CH2:20][C:21]2[CH:26]=[CH:25][C:24]([C:27]([OH:29])=[O:28])=[CH:23][CH:22]=2)[C:14]([OH:16])=O)=[O:11])[CH:5]=[C:6]([Cl:8])[CH:7]=1.O=S(Cl)Cl, predict the reaction product. The product is: [C:27]([C:24]1[CH:25]=[CH:26][C:21]([CH2:20][C:13]23[CH2:17][CH2:18][CH2:19][N:12]2[C:10](=[O:11])[N:9]([C:4]2[CH:5]=[C:6]([Cl:8])[CH:7]=[C:2]([Cl:1])[CH:3]=2)[C:14]3=[O:16])=[CH:22][CH:23]=1)([OH:29])=[O:28]. (7) Given the reactants [Br:1][C:2]1[C:3]([CH3:11])=[N:4][C:5]([O:9][CH3:10])=[CH:6][C:7]=1[CH3:8].C1C(=O)N([Br:19])C(=O)C1.C(OOC(=O)C1C=CC=CC=1)(=O)C1C=CC=CC=1, predict the reaction product. The product is: [Br:1][C:2]1[C:3]([CH2:11][Br:19])=[N:4][C:5]([O:9][CH3:10])=[CH:6][C:7]=1[CH3:8].